Dataset: Experimentally validated miRNA-target interactions with 360,000+ pairs, plus equal number of negative samples. Task: Binary Classification. Given a miRNA mature sequence and a target amino acid sequence, predict their likelihood of interaction. (1) The miRNA is hsa-miR-92a-3p with sequence UAUUGCACUUGUCCCGGCCUGU. The protein sequence of the target gene is METEAIDGYITCDNELSPEREHSNMAIDLTSSTPNGQHASPSHMTSTNSVKLEMQSDEECDRKPLSREDEIRGHDEGSSLEEPLIESSEVADNRKVQELQGEGGIRLPNGKLKCDVCGMVCIGPNVLMVHKRSHTGERPFHCNQCGASFTQKGNLLRHIKLHSGEKPFKCPFCSYACRRRDALTGHLRTHSVGKPHKCNYCGRSYKQRSSLEEHKERCHNYLQNVSMEAAGQVMSHHVPPMEDCKEQEPIMDNNISLVPFERPAVIEKLTGNMGKRKSSTPQKFVGEKLMRFSYPDIHFD.... Result: 1 (interaction). (2) The miRNA is mmu-miR-466c-5p with sequence UGAUGUGUGUGUGCAUGUACAUAU. The protein sequence of the target gene is MYSEIQRERADIEGLMARPEYREWNSELIKPKKLLNPVKASRSHQELHRELLMNHKRGLGMDSKPELQRVLEHRRRNQLIKKKEEELEAKRMQCPFKQELLRRQQRLNQLENPPQRDEDHAPEFIKVRENLRRITTLTSEERAL. Result: 1 (interaction). (3) The miRNA is hsa-miR-4799-5p with sequence AUCUAAAUGCAGCAUGCCAGUC. The protein sequence of the target gene is MWFEILPGLSVMGVCLLIPGLATAYIHRFTNGGKEKRVAHFGYHWSLMERDRRISGVDRYYVSKGLENID. Result: 0 (no interaction). (4) Result: 1 (interaction). The protein sequence of the target gene is MAKMELSKAFSGQRTLLSAILSMLSLSFSTTSLLSNYWFVGTQKVPKPLCEKGLAAKCFDMPVSLDGDTNTSTQEVVQYNWETGDDRFSFRSFRSGMWLSCEETVEEPALLHPQSWKQFRALRSSGTAAAKGERCRSFIELTPPAKREILWLSLGTQITYIGLQFISFLLLLTDLLLTGNPACGLKLSAFAAVSSVLSGLLGMVAHMMYSQVFQATVNLGPEDWRPHVWNYGWAFYMAWLSFTCCMASAVTTFNTYTRMVLEFKCKHSKSFKENPNCLPHHHQCFPRRLSSAAPTVGPLT.... The miRNA is hsa-miR-2054 with sequence CUGUAAUAUAAAUUUAAUUUAUU. (5) The miRNA is mmu-miR-340-5p with sequence UUAUAAAGCAAUGAGACUGAUU. The protein sequence of the target gene is MPPRPGRLLQPLAGLPALATLLLLLGARKGARAQEVEADSGVEQDPHAKHLYTADMFTHGIQSAAHFVMFFAPWCGHCQRLQPTWNDLGDKYNSMEDAKVYVAKVDCTADSDVCSAQGVRGYPTLKFFKPGQEAVKYQGPRDFETLENWMLQTLNEEPATPEPEAEPPRAPELKQGLYELSANNFELHVSQGNHFIKFFAPWCGHCKALAPTWEQLALGLEHSETVKIGKVDCTQHYAVCSEHQVRGYPTLLWFRDGKKVDQYKGKRDLESLRDYVQSQLQGSEAAPETVEPSEAPVMAA.... Result: 1 (interaction).